Dataset: Forward reaction prediction with 1.9M reactions from USPTO patents (1976-2016). Task: Predict the product of the given reaction. (1) The product is: [C:9]([C:11]1[N:12]([NH:16][C:17](=[O:23])[O:18][C:19]([CH3:20])([CH3:22])[CH3:21])[CH:13]=[CH:14][CH:15]=1)(=[O:3])[NH2:10]. Given the reactants C([O-])(=[O:3])C.[NH4+].C(#N)C.[C:9]([C:11]1[N:12]([NH:16][C:17](=[O:23])[O:18][C:19]([CH3:22])([CH3:21])[CH3:20])[CH:13]=[CH:14][CH:15]=1)#[N:10].[OH-].[NH4+].OO, predict the reaction product. (2) The product is: [NH2:6][CH2:5][CH2:4][CH2:3][SH:13]=[S:12](=[O:14])([OH:16])[OH:15]. Given the reactants Cl.Cl[CH2:3][CH2:4][CH2:5][NH2:6].O.O.O.O.O.[S:12]([O-:16])([O-:15])(=[O:14])=[S:13].[Na+].[Na+], predict the reaction product. (3) Given the reactants [CH2:1]([O:3][CH:4]=[C:5]([C:9](=O)[C:10]([F:16])([F:15])[C:11]([F:14])([F:13])[F:12])[C:6]([O-])=O)[CH3:2].[OH2:18].[NH2:19][NH2:20], predict the reaction product. The product is: [F:15][C:10]([F:16])([C:9]1[C:5]([C:4]([O:3][CH2:1][CH3:2])=[O:18])=[CH:6][NH:20][N:19]=1)[C:11]([F:14])([F:13])[F:12]. (4) Given the reactants [C:1]([C:3]1[CH:11]=[CH:10][C:9]2[NH:8][C:7]3[CH:12]([CH2:15][C:16]([O:18]CC)=[O:17])[CH2:13][CH2:14][C:6]=3[C:5]=2[CH:4]=1)#[N:2].[OH-:21].[Na+].Cl.[NH2:24]O, predict the reaction product. The product is: [OH:21][NH:24][C:1]([C:3]1[CH:11]=[CH:10][C:9]2[NH:8][C:7]3[CH:12]([CH2:15][C:16]([OH:18])=[O:17])[CH2:13][CH2:14][C:6]=3[C:5]=2[CH:4]=1)=[NH:2].